This data is from Merck oncology drug combination screen with 23,052 pairs across 39 cell lines. The task is: Regression. Given two drug SMILES strings and cell line genomic features, predict the synergy score measuring deviation from expected non-interaction effect. (1) Drug 1: N#Cc1ccc(Cn2cncc2CN2CCN(c3cccc(Cl)c3)C(=O)C2)cc1. Drug 2: Cn1c(=O)n(-c2ccc(C(C)(C)C#N)cc2)c2c3cc(-c4cnc5ccccc5c4)ccc3ncc21. Cell line: ZR751. Synergy scores: synergy=30.2. (2) Drug 1: O=S1(=O)NC2(CN1CC(F)(F)F)C1CCC2Cc2cc(C=CCN3CCC(C(F)(F)F)CC3)ccc2C1. Drug 2: CCc1cnn2c(NCc3ccc[n+]([O-])c3)cc(N3CCCCC3CCO)nc12. Cell line: A2058. Synergy scores: synergy=-6.53. (3) Drug 1: CC(=O)OC1C(=O)C2(C)C(O)CC3OCC3(OC(C)=O)C2C(OC(=O)c2ccccc2)C2(O)CC(OC(=O)C(O)C(NC(=O)c3ccccc3)c3ccccc3)C(C)=C1C2(C)C. Drug 2: N#Cc1ccc(Cn2cncc2CN2CCN(c3cccc(Cl)c3)C(=O)C2)cc1. Cell line: SKOV3. Synergy scores: synergy=4.54. (4) Cell line: HT29. Drug 2: CCC1=CC2CN(C1)Cc1c([nH]c3ccccc13)C(C(=O)OC)(c1cc3c(cc1OC)N(C)C1C(O)(C(=O)OC)C(OC(C)=O)C4(CC)C=CCN5CCC31C54)C2. Drug 1: O=S1(=O)NC2(CN1CC(F)(F)F)C1CCC2Cc2cc(C=CCN3CCC(C(F)(F)F)CC3)ccc2C1. Synergy scores: synergy=-17.4. (5) Drug 2: CC1(c2nc3c(C(N)=O)cccc3[nH]2)CCCN1. Synergy scores: synergy=-6.53. Drug 1: O=S1(=O)NC2(CN1CC(F)(F)F)C1CCC2Cc2cc(C=CCN3CCC(C(F)(F)F)CC3)ccc2C1. Cell line: HT144.